From a dataset of Catalyst prediction with 721,799 reactions and 888 catalyst types from USPTO. Predict which catalyst facilitates the given reaction. Reactant: [F:1][C:2]1[C:7]([F:8])=[CH:6][CH:5]=[CH:4][C:3]=1[C@H:9]1[CH2:15][N:14]([CH2:16][C:17]2[S:18][CH:19]=[CH:20][N:21]=2)[C:13](=[O:22])[C@H:12]([N:23](C(OC(C)(C)C)=O)C(OC(C)(C)C)=O)[CH2:11][CH2:10]1.FC(F)(F)C(O)=O. Product: [NH2:23][C@@H:12]1[CH2:11][CH2:10][C@@H:9]([C:3]2[CH:4]=[CH:5][CH:6]=[C:7]([F:8])[C:2]=2[F:1])[CH2:15][N:14]([CH2:16][C:17]2[S:18][CH:19]=[CH:20][N:21]=2)[C:13]1=[O:22]. The catalyst class is: 754.